This data is from Catalyst prediction with 721,799 reactions and 888 catalyst types from USPTO. The task is: Predict which catalyst facilitates the given reaction. (1) Reactant: [C:1]([OH:11])(=[O:10])[CH:2]=[CH:3][C:4]1[CH:9]=[CH:8][CH:7]=[CH:6][CH:5]=1.[N+:12]([C:15]1[CH:16]=[C:17]([C:24]([C:26]([C:28]2[CH:33]=[CH:32][CH:31]=[CH:30][CH:29]=2)=[O:27])=[O:25])[CH:18]=[C:19]([N+:21]([O-])=O)[CH:20]=1)([O-])=O.C. Product: [C:1]([OH:11])(=[O:10])[CH:2]=[CH:3][C:4]1[CH:5]=[CH:6][CH:7]=[CH:8][CH:9]=1.[NH2:12][C:15]1[CH:16]=[C:17]([C:24]([C:26]([C:28]2[CH:33]=[CH:32][CH:31]=[CH:30][CH:29]=2)=[O:27])=[O:25])[CH:18]=[C:19]([NH2:21])[CH:20]=1. The catalyst class is: 12. (2) Reactant: [F:1][C:2]1[CH:7]=[CH:6][CH:5]=[C:4]([F:8])[C:3]=1[CH:9]=[CH:10][C:11]([C:14]1[N:15]=[C:16]([CH:19]2[CH2:24][CH2:23][N:22]([C:25](=[O:37])[CH2:26][N:27]3[C:31]([CH3:32])=[CH:30][C:29]([C:33]([F:36])([F:35])[F:34])=[N:28]3)[CH2:21][CH2:20]2)[S:17][CH:18]=1)=[N:12][OH:13].[C:38](Cl)(=[O:40])[CH3:39].C(N(CC)CC)C.Cl. Product: [C:38]([O:13][N:12]=[C:11]([C:14]1[N:15]=[C:16]([CH:19]2[CH2:20][CH2:21][N:22]([C:25](=[O:37])[CH2:26][N:27]3[C:31]([CH3:32])=[CH:30][C:29]([C:33]([F:35])([F:36])[F:34])=[N:28]3)[CH2:23][CH2:24]2)[S:17][CH:18]=1)[CH:10]=[CH:9][C:3]1[C:2]([F:1])=[CH:7][CH:6]=[CH:5][C:4]=1[F:8])(=[O:40])[CH3:39]. The catalyst class is: 4. (3) Reactant: [CH:1]([C:3]1[S:7][C:6]([C:8]([OH:10])=[O:9])=[CH:5][C:4]=1[CH3:11])=O.[CH2:12]([NH:14][CH2:15][CH3:16])[CH3:13].C(O)(=O)C.C(O[BH-](OC(=O)C)OC(=O)C)(=O)C.[Na+]. The catalyst class is: 1. Product: [CH2:12]([N:14]([CH2:1][C:3]1[S:7][C:6]([C:8]([OH:10])=[O:9])=[CH:5][C:4]=1[CH3:11])[CH2:15][CH3:16])[CH3:13]. (4) Reactant: [CH3:1][C:2]1[CH:19]=[C:18]([CH3:20])[CH:17]=[CH:16][C:3]=1[CH2:4][N:5]1[CH:10]=[C:9]([N+:11]([O-])=O)[CH:8]=[C:7]([CH3:14])[C:6]1=[O:15].[H][H]. Product: [NH2:11][C:9]1[CH:8]=[C:7]([CH3:14])[C:6](=[O:15])[N:5]([CH2:4][C:3]2[CH:16]=[CH:17][C:18]([CH3:20])=[CH:19][C:2]=2[CH3:1])[CH:10]=1. The catalyst class is: 603. (5) Reactant: N1C=CN=C1.[Si:6](Cl)([C:9]([CH3:12])([CH3:11])[CH3:10])([CH3:8])[CH3:7].[OH:14][CH2:15][C@@H:16]1[NH:21][C:20](=[O:22])[CH2:19][CH2:18][CH2:17]1.C1C=CC=CC=1. Product: [Si:6]([O:14][CH2:15][C@@H:16]1[NH:21][C:20](=[O:22])[CH2:19][CH2:18][CH2:17]1)([C:9]([CH3:12])([CH3:11])[CH3:10])([CH3:8])[CH3:7]. The catalyst class is: 31. (6) Reactant: [CH3:1][C:2]1[C:10]2[C:5](=[N:6][CH:7]=[CH:8][CH:9]=2)[NH:4][N:3]=1.C(N(CC)CC)C.[O:18](C(OC(C)(C)C)=O)[C:19]([O:21][C:22]([CH3:25])([CH3:24])[CH3:23])=O. Product: [CH3:1][C:2]1[C:10]2[C:5](=[N:6][CH:7]=[CH:8][CH:9]=2)[N:4]([C:19]([O:21][C:22]([CH3:25])([CH3:24])[CH3:23])=[O:18])[N:3]=1. The catalyst class is: 616. (7) Reactant: [C:1]([O:5][C:6](=[O:32])[NH:7][CH:8]1[CH2:13][CH2:12][CH:11]([CH2:14][N:15]2[C:19]3=[N:20][C:21](SC)=[N:22][CH:23]=[C:18]3[C:17]([C:26]3[CH:31]=[CH:30][CH:29]=[CH:28][CH:27]=3)=[N:16]2)[CH2:10][CH2:9]1)([CH3:4])([CH3:3])[CH3:2].ClC1C=C(C=CC=1)C(OO)=O.[CH2:44]([NH2:46])C. Product: [CH3:44][NH:46][C:21]1[N:20]=[C:19]2[N:15]([CH2:14][CH:11]3[CH2:12][CH2:13][CH:8]([NH:7][C:6](=[O:32])[O:5][C:1]([CH3:4])([CH3:3])[CH3:2])[CH2:9][CH2:10]3)[N:16]=[C:17]([C:26]3[CH:31]=[CH:30][CH:29]=[CH:28][CH:27]=3)[C:18]2=[CH:23][N:22]=1. The catalyst class is: 2. (8) Reactant: [OH-].[Na+].C([O:7][C:8](=[O:29])[CH:9]([CH3:28])[CH2:10][C:11](=[O:27])[N:12]1[CH2:17][CH2:16][C:15]2[S:18][CH:19]=[CH:20][C:14]=2[CH:13]1[C:21]1[CH:26]=[CH:25][CH:24]=[CH:23][CH:22]=1)(C)(C)C. Product: [CH3:28][CH:9]([CH2:10][C:11](=[O:27])[N:12]1[CH2:17][CH2:16][C:15]2[S:18][CH:19]=[CH:20][C:14]=2[CH:13]1[C:21]1[CH:22]=[CH:23][CH:24]=[CH:25][CH:26]=1)[C:8]([OH:29])=[O:7]. The catalyst class is: 36. (9) Reactant: [CH3:1][O:2][C:3]1[CH:4]=[C:5]2[CH:11]=[C:10]([CH3:12])[N:9](S(C3C=CC(C)=CC=3)(=O)=O)[C:6]2=[N:7][CH:8]=1.[OH-].[Na+]. Product: [CH3:1][O:2][C:3]1[CH:4]=[C:5]2[CH:11]=[C:10]([CH3:12])[NH:9][C:6]2=[N:7][CH:8]=1. The catalyst class is: 24. (10) Reactant: [NH2:1][C:2]1[C:9]([F:10])=[CH:8][CH:7]=[C:6]([F:11])[C:3]=1[C:4]#[N:5].S(=O)(=O)(O)[OH:13].[NH4+].[OH-]. Product: [NH2:1][C:2]1[C:9]([F:10])=[CH:8][CH:7]=[C:6]([F:11])[C:3]=1[C:4]([NH2:5])=[O:13]. The catalyst class is: 6.